Dataset: Full USPTO retrosynthesis dataset with 1.9M reactions from patents (1976-2016). Task: Predict the reactants needed to synthesize the given product. (1) Given the product [Br:15][CH2:14][C:5]1[CH:4]=[C:3]([O:2][CH3:1])[CH:13]=[CH:12][C:6]=1[C:7]([O:9][CH2:10][CH3:11])=[O:8], predict the reactants needed to synthesize it. The reactants are: [CH3:1][O:2][C:3]1[CH:13]=[CH:12][C:6]([C:7]([O:9][CH2:10][CH3:11])=[O:8])=[C:5]([CH3:14])[CH:4]=1.[Br:15]N1C(=O)CCC1=O.C(OOC(=O)C1C=CC=CC=1)(=O)C1C=CC=CC=1. (2) Given the product [ClH:1].[NH2:35][C:32]1[CH:33]=[CH:34][C:29]([O:28][C:7]2[CH:6]=[C:5]([C:2](=[NH:3])[NH2:4])[CH:27]=[CH:26][C:8]=2[CH2:9][NH:10][C:11](=[O:25])[CH:12]([O:22][CH2:23][CH3:24])[C:13]2[CH:18]=[CH:17][C:16]([O:19][CH3:20])=[CH:15][C:14]=2[F:21])=[N:30][CH:31]=1, predict the reactants needed to synthesize it. The reactants are: [ClH:1].[C:2]([C:5]1[CH:27]=[CH:26][C:8]([CH2:9][NH:10][C:11](=[O:25])[CH:12]([O:22][CH2:23][CH3:24])[C:13]2[CH:18]=[CH:17][C:16]([O:19][CH3:20])=[CH:15][C:14]=2[F:21])=[C:7]([O:28][C:29]2[CH:34]=[CH:33][C:32]([N+:35]([O-])=O)=[CH:31][N:30]=2)[CH:6]=1)(=[NH:4])[NH2:3]. (3) Given the product [CH3:20][O:21][N:22]([CH3:23])[C:5](=[O:7])[CH2:4][O:3][CH2:1][CH3:2], predict the reactants needed to synthesize it. The reactants are: [CH2:1]([O:3][CH2:4][C:5]([OH:7])=O)[CH3:2].CN(C=O)C.C(Cl)(=O)C(Cl)=O.Cl.[CH3:20][O:21][NH:22][CH3:23].C([O-])([O-])=O.[K+].[K+]. (4) Given the product [CH3:18][N:17]([CH3:19])[C:15]([CH:13]1[CH2:12][CH2:11][C:10]2[C:3]3[C:2]([NH:33][C:25]4[CH:26]=[C:27]5[C:31](=[CH:32][C:24]=4[O:23][CH2:20][CH2:21][CH3:22])[NH:30][N:29]=[CH:28]5)=[N:7][CH:6]=[N:5][C:4]=3[S:8][C:9]=2[CH2:14]1)=[O:16], predict the reactants needed to synthesize it. The reactants are: Cl[C:2]1[C:3]2[C:10]3[CH2:11][CH2:12][CH:13]([C:15]([N:17]([CH3:19])[CH3:18])=[O:16])[CH2:14][C:9]=3[S:8][C:4]=2[N:5]=[CH:6][N:7]=1.[CH2:20]([O:23][C:24]1[CH:32]=[C:31]2[C:27]([CH:28]=[N:29][NH:30]2)=[CH:26][C:25]=1[NH2:33])[CH2:21][CH3:22]. (5) Given the product [ClH:1].[ClH:15].[Cl:15][C:16]1[CH:17]=[CH:18][C:19]([CH:22]([NH:27][C:2]2[C:11]3[C:6](=[C:7]([O:12][CH3:13])[CH:8]=[CH:9][CH:10]=3)[N:5]=[C:4]([CH3:14])[CH:3]=2)[CH2:23][N:24]([CH3:25])[CH3:26])=[CH:20][CH:21]=1, predict the reactants needed to synthesize it. The reactants are: [Cl:1][C:2]1[C:11]2[C:6](=[C:7]([O:12][CH3:13])[CH:8]=[CH:9][CH:10]=2)[N:5]=[C:4]([CH3:14])[CH:3]=1.[Cl:15][C:16]1[CH:21]=[CH:20][C:19]([CH:22]([NH2:27])[CH2:23][N:24]([CH3:26])[CH3:25])=[CH:18][CH:17]=1. (6) Given the product [CH:1]([C:4]1[CH:9]=[CH:8][CH:7]=[C:6]([CH:10]([CH3:12])[CH3:11])[C:5]=1[C:13]1[CH:14]=[C:15]([CH:16]=[CH:17][CH:18]=1)[NH2:19])([CH3:2])[CH3:3], predict the reactants needed to synthesize it. The reactants are: [CH:1]([C:4]1[CH:9]=[CH:8][CH:7]=[C:6]([CH:10]([CH3:12])[CH3:11])[C:5]=1[C:13]1[CH:18]=[CH:17][CH:16]=[C:15]([N+:19]([O-])=O)[CH:14]=1)([CH3:3])[CH3:2].[H][H]. (7) Given the product [CH3:26][C:24]([CH3:25])([CH3:27])[CH2:23][CH2:22][C@@:8]1([CH3:28])[C:5]2[C:4](=[CH:3][C:2]([F:1])=[CH:7][CH:6]=2)[C:12]([OH:13])=[CH:11][C:9]1=[O:10], predict the reactants needed to synthesize it. The reactants are: [F:1][C:2]1[CH:7]=[CH:6][C:5]([C@:8]([CH3:28])([CH2:22][CH2:23][C:24]([CH3:27])([CH3:26])[CH3:25])[C:9]([CH:11](C(OCC)=O)[C:12](OCC)=[O:13])=[O:10])=[CH:4][CH:3]=1.O=P12OP3(OP(OP(O3)(O1)=O)(=O)O2)=O.O.Cl. (8) Given the product [CH2:31]([NH:38][C:11](=[O:13])[C@@H:10]([OH:14])[CH:9]([NH2:8])[CH2:15][CH3:16])[C:32]1[CH:37]=[CH:36][CH:35]=[CH:34][CH:33]=1, predict the reactants needed to synthesize it. The reactants are: C(OC([NH:8][CH:9]([CH2:15][CH3:16])[CH:10]([OH:14])[C:11]([OH:13])=O)=O)(C)(C)C.C(Cl)CCl.C1C=CC2N(O)N=NC=2C=1.[CH2:31]([NH2:38])[C:32]1[CH:37]=[CH:36][CH:35]=[CH:34][CH:33]=1.CN1CCOCC1.